From a dataset of Catalyst prediction with 721,799 reactions and 888 catalyst types from USPTO. Predict which catalyst facilitates the given reaction. Reactant: Cl[C:2]1[C:7]([N+:8]([O-:10])=[O:9])=[CH:6][CH:5]=[C:4]([O:11][CH3:12])[N:3]=1.[NH2:13][CH:14]([CH2:17][OH:18])[CH2:15][OH:16]. Product: [CH3:12][O:11][C:4]1[N:3]=[C:2]([NH:13][CH:14]([CH2:17][OH:18])[CH2:15][OH:16])[C:7]([N+:8]([O-:10])=[O:9])=[CH:6][CH:5]=1. The catalyst class is: 8.